Dataset: Forward reaction prediction with 1.9M reactions from USPTO patents (1976-2016). Task: Predict the product of the given reaction. Given the reactants [Cl:1][C:2]1[C:33]([CH3:34])=[CH:32][C:5]([O:6][CH2:7][CH2:8][CH2:9][C:10]2[C:18]3[C:13](=[C:14]([C:19]4[C:20]([CH3:25])=[N:21][NH:22][C:23]=4[CH3:24])[CH:15]=[CH:16][CH:17]=3)[N:12]([CH2:26][CH2:27][C:28]([OH:30])=[O:29])[C:11]=2[CH3:31])=[CH:4][C:3]=1[CH3:35].Br[CH:37]([CH3:39])[CH3:38], predict the reaction product. The product is: [Cl:1][C:2]1[C:33]([CH3:34])=[CH:32][C:5]([O:6][CH2:7][CH2:8][CH2:9][C:10]2[C:18]3[C:13](=[C:14]([C:19]4[C:23]([CH3:24])=[N:22][N:21]([CH:37]([CH3:39])[CH3:38])[C:20]=4[CH3:25])[CH:15]=[CH:16][CH:17]=3)[N:12]([CH2:26][CH2:27][C:28]([OH:30])=[O:29])[C:11]=2[CH3:31])=[CH:4][C:3]=1[CH3:35].